The task is: Predict the reactants needed to synthesize the given product.. This data is from Full USPTO retrosynthesis dataset with 1.9M reactions from patents (1976-2016). Given the product [NH2:4][C:5]1[CH:6]=[C:7]([C:8]2[N:14]([CH:15]([CH3:17])[CH3:16])[C:12](=[O:13])[NH:11][N:10]=2)[CH:18]=[CH:19][CH:20]=1, predict the reactants needed to synthesize it. The reactants are: C([NH:4][C:5]1[CH:6]=[C:7]([CH:18]=[CH:19][CH:20]=1)[C:8]([NH:10][NH:11][C:12]([NH:14][CH:15]([CH3:17])[CH3:16])=[O:13])=O)(=O)C.